From a dataset of NCI-60 drug combinations with 297,098 pairs across 59 cell lines. Regression. Given two drug SMILES strings and cell line genomic features, predict the synergy score measuring deviation from expected non-interaction effect. (1) Drug 1: C1C(C(OC1N2C=NC3=C(N=C(N=C32)Cl)N)CO)O. Drug 2: CC1=C(N=C(N=C1N)C(CC(=O)N)NCC(C(=O)N)N)C(=O)NC(C(C2=CN=CN2)OC3C(C(C(C(O3)CO)O)O)OC4C(C(C(C(O4)CO)O)OC(=O)N)O)C(=O)NC(C)C(C(C)C(=O)NC(C(C)O)C(=O)NCCC5=NC(=CS5)C6=NC(=CS6)C(=O)NCCC[S+](C)C)O. Cell line: CAKI-1. Synergy scores: CSS=47.2, Synergy_ZIP=-9.99, Synergy_Bliss=-10.5, Synergy_Loewe=-5.57, Synergy_HSA=-3.00. (2) Drug 1: CC12CCC(CC1=CCC3C2CCC4(C3CC=C4C5=CN=CC=C5)C)O. Drug 2: CCC1(CC2CC(C3=C(CCN(C2)C1)C4=CC=CC=C4N3)(C5=C(C=C6C(=C5)C78CCN9C7C(C=CC9)(C(C(C8N6C=O)(C(=O)OC)O)OC(=O)C)CC)OC)C(=O)OC)O.OS(=O)(=O)O. Cell line: KM12. Synergy scores: CSS=56.4, Synergy_ZIP=2.68, Synergy_Bliss=5.66, Synergy_Loewe=-23.3, Synergy_HSA=7.54. (3) Drug 1: CC12CCC3C(C1CCC2=O)CC(=C)C4=CC(=O)C=CC34C. Drug 2: CN(C)N=NC1=C(NC=N1)C(=O)N. Cell line: MDA-MB-231. Synergy scores: CSS=37.1, Synergy_ZIP=2.23, Synergy_Bliss=1.23, Synergy_Loewe=-37.4, Synergy_HSA=-0.894. (4) Drug 1: CC12CCC3C(C1CCC2=O)CC(=C)C4=CC(=O)C=CC34C. Drug 2: C1CNP(=O)(OC1)N(CCCl)CCCl. Cell line: OVCAR-8. Synergy scores: CSS=62.3, Synergy_ZIP=0.168, Synergy_Bliss=1.88, Synergy_Loewe=-21.0, Synergy_HSA=1.54. (5) Drug 2: C1C(C(OC1N2C=C(C(=O)NC2=O)F)CO)O. Drug 1: C1=CC(=CC=C1CC(C(=O)O)N)N(CCCl)CCCl.Cl. Cell line: T-47D. Synergy scores: CSS=10.5, Synergy_ZIP=0.234, Synergy_Bliss=-0.947, Synergy_Loewe=-4.03, Synergy_HSA=-4.02.